This data is from Catalyst prediction with 721,799 reactions and 888 catalyst types from USPTO. The task is: Predict which catalyst facilitates the given reaction. Reactant: [CH3:1][O:2][C:3]1[CH:4]=[C:5]2[C:10](=[CH:11][C:12]=1[N+:13]([O-:15])=[O:14])[NH:9][CH2:8][CH2:7][CH2:6]2.[CH3:16][CH2:17][N:18]([CH:22](C)C)[CH:19](C)[CH3:20].BrCC(Cl)=[O:28].N1C2C(=CC=CC=2)C=CC=1.C(NC)C.C(=O)(O)[O-].[Na+]. Product: [CH2:17]([N:18]([CH3:22])[CH2:19][C:20]([N:9]1[C:10]2[C:5](=[CH:4][C:3]([O:2][CH3:1])=[C:12]([N+:13]([O-:15])=[O:14])[CH:11]=2)[CH2:6][CH2:7][CH2:8]1)=[O:28])[CH3:16]. The catalyst class is: 13.